Dataset: Full USPTO retrosynthesis dataset with 1.9M reactions from patents (1976-2016). Task: Predict the reactants needed to synthesize the given product. (1) Given the product [O:21]=[C:6]1[CH:7]=[C:8]2[C:12]([C:15]([O:17][CH3:18])=[O:16])([CH2:11][CH2:10][CH2:9]2)[CH2:13][CH2:14]1, predict the reactants needed to synthesize it. The reactants are: N1([C:6]2[CH2:14][CH2:13][C:12]3([C:15]([O:17][CH3:18])=[O:16])[C:8](=[CH:9][CH2:10][CH2:11]3)[CH:7]=2)CCCC1.C([O-])(=[O:21])C.[Na+]. (2) The reactants are: [Br:1][C:2]1[CH:3]=[C:4]([C:17]([OH:19])=[O:18])[C:5](=[O:16])[N:6]([CH2:8][CH2:9][N:10]2[CH2:15][CH2:14][O:13][CH2:12][CH2:11]2)[CH:7]=1.[CH3:20]O.S(=O)(=O)(O)O. Given the product [CH3:20][O:18][C:17]([C:4]1[C:5](=[O:16])[N:6]([CH2:8][CH2:9][N:10]2[CH2:15][CH2:14][O:13][CH2:12][CH2:11]2)[CH:7]=[C:2]([Br:1])[CH:3]=1)=[O:19], predict the reactants needed to synthesize it.